Dataset: Full USPTO retrosynthesis dataset with 1.9M reactions from patents (1976-2016). Task: Predict the reactants needed to synthesize the given product. Given the product [CH3:1][NH:2][CH2:12][CH2:13][N:14]1[CH2:19][CH2:18][S:17][C:16]2[CH:20]=[C:21]([NH:24][C:25]([C:27]3[S:28][CH:29]=[CH:30][CH:31]=3)=[NH:26])[CH:22]=[CH:23][C:15]1=2, predict the reactants needed to synthesize it. The reactants are: [CH3:1][N:2]([CH2:12][CH2:13][N:14]1[CH2:19][CH2:18][S:17][C:16]2[CH:20]=[C:21]([NH:24][C:25]([C:27]3[S:28][CH:29]=[CH:30][CH:31]=3)=[NH:26])[CH:22]=[CH:23][C:15]1=2)C(=O)OC1C=CC=CC=1.